From a dataset of Forward reaction prediction with 1.9M reactions from USPTO patents (1976-2016). Predict the product of the given reaction. (1) Given the reactants [Cl-].C1(P(C2C=CC=CC=2)C2C=CC3C(=CC=CC=3)C=2C2C3C(=CC=CC=3)C=CC=2P(C2C=CC=CC=2)C2C=CC=CC=2)C=CC=CC=1.[C:48]([C:50]1[CH:55]=[CH:54][C:53](B(O)O)=[CH:52][CH:51]=1)#[N:49].[CH3:59][CH:60]1[C:65](=[O:66])[CH:64]=[CH:63][CH2:62][CH2:61]1.C(=O)([O-])[O-].[K+].[K+], predict the reaction product. The product is: [CH3:59][C@H:60]1[CH2:61][CH2:62][C@H:63]([C:53]2[CH:54]=[CH:55][C:50]([C:48]#[N:49])=[CH:51][CH:52]=2)[CH2:64][C:65]1=[O:66].[CH3:59][C@@H:60]1[CH2:61][CH2:62][C@H:63]([C:53]2[CH:54]=[CH:55][C:50]([C:48]#[N:49])=[CH:51][CH:52]=2)[CH2:64][C:65]1=[O:66]. (2) Given the reactants Cl[CH2:2][C:3]1[N:12]=[C:11]([OH:13])[C:10]2[CH2:9][C:8]([CH3:15])([CH3:14])[CH2:7][CH2:6][C:5]=2[N:4]=1.[CH3:16][NH:17][CH3:18], predict the reaction product. The product is: [CH3:16][N:17]([CH2:2][C:3]1[N:12]=[C:11]([OH:13])[C:10]2[CH2:9][C:8]([CH3:15])([CH3:14])[CH2:7][CH2:6][C:5]=2[N:4]=1)[CH3:18]. (3) Given the reactants [O:1]1[CH2:6][CH:5]=[C:4]([CH:7]([C:13]2[CH:18]=[CH:17][C:16]([CH3:19])=[CH:15][CH:14]=2)[C:8]([O:10][CH2:11][CH3:12])=[O:9])[CH2:3][CH2:2]1, predict the reaction product. The product is: [CH3:19][C:16]1[CH:15]=[CH:14][C:13]([CH:7]([CH:4]2[CH2:3][CH2:2][O:1][CH2:6][CH2:5]2)[C:8]([O:10][CH2:11][CH3:12])=[O:9])=[CH:18][CH:17]=1. (4) Given the reactants [CH3:1][O:2][C:3](=[O:12])[C:4]1[CH:9]=[CH:8][C:7]([NH2:10])=[C:6]([I:11])[CH:5]=1.N([O-])=O.[Na+].Cl.[N-:18]=[N+:19]=[N-].[Na+], predict the reaction product. The product is: [CH3:1][O:2][C:3](=[O:12])[C:4]1[CH:9]=[CH:8][C:7]([N:10]=[N+:18]=[N-:19])=[C:6]([I:11])[CH:5]=1.